From a dataset of Forward reaction prediction with 1.9M reactions from USPTO patents (1976-2016). Predict the product of the given reaction. (1) Given the reactants [N+:1]([C:4]1[CH:5]=[C:6]([S:10](Cl)(=[O:12])=[O:11])[CH:7]=[CH:8][CH:9]=1)([O-:3])=[O:2].[CH2:14]1[C:19]2[NH:20][C:21]3[C:26]([C:18]=2[CH2:17][CH:16]([C:27]([NH2:29])=[O:28])[NH:15]1)=[CH:25][CH:24]=[CH:23][CH:22]=3.C(N(CC)CC)C.O, predict the reaction product. The product is: [N+:1]([C:4]1[CH:5]=[C:6]([S:10]([CH:14]2[C:19]3[NH:20][C:21]4[C:26]([C:18]=3[CH2:17][CH:16]([C:27]([NH2:29])=[O:28])[NH:15]2)=[CH:25][CH:24]=[CH:23][CH:22]=4)(=[O:12])=[O:11])[CH:7]=[CH:8][CH:9]=1)([O-:3])=[O:2]. (2) Given the reactants C(Cl)(=O)C(Cl)=O.[Cl:7][C:8]1[CH:17]=[CH:16][C:15]2[N:14]=[C:13]([CH3:18])[CH:12]=[CH:11][C:10]=2[C:9]=1[C:19]([OH:21])=O.[C:22]12([CH2:32][NH2:33])[CH2:31][CH:26]3[CH2:27][CH:28]([CH2:30][CH:24]([CH2:25]3)[CH2:23]1)[CH2:29]2.C(N(CC)CC)C, predict the reaction product. The product is: [C:22]12([CH2:32][NH:33][C:19]([C:9]3[C:10]4[CH:11]=[CH:12][C:13]([CH3:18])=[N:14][C:15]=4[CH:16]=[CH:17][C:8]=3[Cl:7])=[O:21])[CH2:29][CH:28]3[CH2:27][CH:26]([CH2:25][CH:24]([CH2:30]3)[CH2:23]1)[CH2:31]2. (3) Given the reactants Br[C:2]1[CH:7]=[C:6]([Cl:8])[CH:5]=[CH:4][N:3]=1.C([Li])CCC.[O:14]=[C:15]1[CH2:20][CH2:19][N:18]([C:21]([O:23][C:24]([CH3:27])([CH3:26])[CH3:25])=[O:22])[CH2:17][CH2:16]1.[Cl-].[NH4+], predict the reaction product. The product is: [Cl:8][C:6]1[CH:5]=[CH:4][N:3]=[C:2]([C:15]2([OH:14])[CH2:16][CH2:17][N:18]([C:21]([O:23][C:24]([CH3:26])([CH3:25])[CH3:27])=[O:22])[CH2:19][CH2:20]2)[CH:7]=1. (4) Given the reactants C([NH:4][C:5]1[C:6]([N+:16]([O-:18])=[O:17])=[CH:7][C:8]([CH3:15])=[C:9]([CH:14]=1)[C:10]([O:12][CH3:13])=[O:11])(=O)C, predict the reaction product. The product is: [NH2:4][C:5]1[C:6]([N+:16]([O-:18])=[O:17])=[CH:7][C:8]([CH3:15])=[C:9]([CH:14]=1)[C:10]([O:12][CH3:13])=[O:11]. (5) Given the reactants [F:1][C:2]1[CH:11]=[CH:10][CH:9]=[C:8]2[C:3]=1[C:4]1([CH2:14][CH2:13][CH2:12]1)[CH2:5][CH2:6][NH:7]2.[H-].[Na+].Br[CH2:18][C:19]([NH2:21])=[O:20], predict the reaction product. The product is: [F:1][C:2]1[CH:11]=[CH:10][CH:9]=[C:8]2[C:3]=1[C:4]1([CH2:14][CH2:13][CH2:12]1)[CH2:5][CH2:6][N:7]2[CH2:18][C:19]([NH2:21])=[O:20].